This data is from Full USPTO retrosynthesis dataset with 1.9M reactions from patents (1976-2016). The task is: Predict the reactants needed to synthesize the given product. (1) Given the product [Cl:54][C:49]1[CH:48]=[C:47]([CH:52]=[CH:51][C:50]=1[Cl:53])[CH2:46][O:45][C:42]1[CH:43]=[CH:44][C:39]([C@H:37]2[CH2:36][O:35][C:31]3=[CH:32][C:33]4[CH2:34][C@@H:25]([C:23]([NH:22][C@@H:6]([CH2:7][C:8]5[CH:13]=[CH:12][C:11]([C:14]6[CH:19]=[CH:18][N:17]=[C:16]([CH3:20])[C:15]=6[CH3:21])=[CH:10][CH:9]=5)[C:5]([OH:4])=[O:55])=[O:24])[N:26]([S:57]([CH3:56])(=[O:59])=[O:58])[CH2:27][C:28]=4[CH:29]=[C:30]3[O:38]2)=[CH:40][CH:41]=1, predict the reactants needed to synthesize it. The reactants are: Cl.Cl.C[O:4][C:5](=[O:55])[C@@H:6]([NH:22][C:23]([C@@H:25]1[CH2:34][C:33]2[CH:32]=[C:31]3[O:35][CH2:36][C@H:37]([C:39]4[CH:44]=[CH:43][C:42]([O:45][CH2:46][C:47]5[CH:52]=[CH:51][C:50]([Cl:53])=[C:49]([Cl:54])[CH:48]=5)=[CH:41][CH:40]=4)[O:38][C:30]3=[CH:29][C:28]=2[CH2:27][NH:26]1)=[O:24])[CH2:7][C:8]1[CH:13]=[CH:12][C:11]([C:14]2[CH:19]=[CH:18][N:17]=[C:16]([CH3:20])[C:15]=2[CH3:21])=[CH:10][CH:9]=1.[CH3:56][S:57](Cl)(=[O:59])=[O:58].S(Cl)(Cl)(=O)=O. (2) Given the product [C:5]([NH:13][C:14]1[CH:23]=[C:22]([O:24][CH2:25][CH2:26][C:27]2[CH:32]=[CH:31][CH:30]=[CH:29][CH:28]=2)[CH:21]=[CH:20][C:15]=1[C:16]([OH:18])=[O:17])(=[O:12])[C:6]1[CH:7]=[CH:8][CH:9]=[CH:10][CH:11]=1, predict the reactants needed to synthesize it. The reactants are: [OH-].[Na+].CO.[C:5]([NH:13][C:14]1[CH:23]=[C:22]([O:24][CH2:25][CH2:26][C:27]2[CH:32]=[CH:31][CH:30]=[CH:29][CH:28]=2)[CH:21]=[CH:20][C:15]=1[C:16]([O:18]C)=[O:17])(=[O:12])[C:6]1[CH:11]=[CH:10][CH:9]=[CH:8][CH:7]=1.